From a dataset of Catalyst prediction with 721,799 reactions and 888 catalyst types from USPTO. Predict which catalyst facilitates the given reaction. (1) Reactant: [Cl:1][C:2]1[CH:9]=[CH:8][C:5]([C:6]#[N:7])=[C:4]([O:10][C@@H:11]([C:16]2[CH:21]=[CH:20][CH:19]=[CH:18][CH:17]=2)[CH2:12][CH2:13][CH2:14]I)[CH:3]=1.[C:22]([OH:27])(=[O:26])[C:23]([OH:25])=[O:24].[CH3:28][NH2:29]. Product: [C:22]([OH:27])(=[O:26])[C:23]([OH:25])=[O:24].[Cl:1][C:2]1[CH:9]=[CH:8][C:5]([C:6]#[N:7])=[C:4]([O:10][C@@H:11]([C:16]2[CH:21]=[CH:20][CH:19]=[CH:18][CH:17]=2)[CH2:12][CH2:13][CH2:14][NH:29][CH3:28])[CH:3]=1. The catalyst class is: 83. (2) Reactant: [F:1][C:2]1[C:3](=[O:21])[N:4]([C:9]2[CH:14]=[CH:13][C:12]([N:15]3[CH2:20][CH2:19][NH:18][CH2:17][CH2:16]3)=[CH:11][CH:10]=2)[CH:5]=[C:6]([F:8])[CH:7]=1.CC1C=CC(S(O[CH2:33][CH2:34][CH2:35][CH2:36][C:37]2[C:45]3[C:40](=[CH:41][CH:42]=[C:43]([C:46]#[N:47])[CH:44]=3)[NH:39][CH:38]=2)(=O)=O)=CC=1.C(=O)([O-])[O-].[K+].[K+].[I-].[K+]. Product: [F:1][C:2]1[C:3](=[O:21])[N:4]([C:9]2[CH:10]=[CH:11][C:12]([N:15]3[CH2:20][CH2:19][N:18]([CH2:33][CH2:34][CH2:35][CH2:36][C:37]4[C:45]5[C:40](=[CH:41][CH:42]=[C:43]([C:46]#[N:47])[CH:44]=5)[NH:39][CH:38]=4)[CH2:17][CH2:16]3)=[CH:13][CH:14]=2)[CH:5]=[C:6]([F:8])[CH:7]=1. The catalyst class is: 10. (3) Reactant: [Cl:1][C:2]1[N:7]=[C:6](Cl)[CH:5]=[CH:4][N:3]=1.[NH2:9][C:10]1[CH:15]=[CH:14][CH:13]=[CH:12][CH:11]=1.C(N(CC)CC)C. Product: [Cl:1][C:2]1[N:7]=[C:6]([NH:9][C:10]2[CH:15]=[CH:14][CH:13]=[CH:12][CH:11]=2)[CH:5]=[CH:4][N:3]=1. The catalyst class is: 14.